From a dataset of Reaction yield outcomes from USPTO patents with 853,638 reactions. Predict the reaction yield, written as a fraction of the theoretical maximum amount of product (1.0 means a 100% yield; for example, 0.34 means a 34% yield). (1) The reactants are O(C)[Na].[CH3:4][O:5][CH:6]([C:12]([O:14]C)=O)[C:7]([O:9]CC)=O.Cl.[N+:17]([C:20]1[CH:28]=[CH:27][C:23]([C:24](=[NH:26])[NH2:25])=[CH:22][CH:21]=1)([O-:19])=[O:18]. The catalyst is CCO. The product is [OH:14][C:12]1[N:25]=[C:24]([C:23]2[CH:22]=[CH:21][C:20]([N+:17]([O-:19])=[O:18])=[CH:28][CH:27]=2)[NH:26][C:7](=[O:9])[C:6]=1[O:5][CH3:4]. The yield is 0.650. (2) The product is [C:14]1([C:9]2[CH:8]=[CH:13][CH:12]=[CH:11][CH:10]=2)[CH:15]=[CH:16][CH:17]=[C:18]([N:41]2[C:40]3[N:72]=[CH:73][C:37]([F:36])=[CH:38][C:39]=3[C:44](=[O:45])[N:43]([C@H:46]3[CH2:47][CH2:48][C@@H:49]([NH:52][CH2:53][C:54]4[N:55]=[C:56]5[CH:61]=[CH:60][C:59]([F:62])=[CH:58][N:57]5[CH:63]=4)[CH2:50][CH2:51]3)[C:42]2=[O:64])[CH:19]=1. The catalyst is C(#N)C.O.C([O-])(=O)C.[Pd+2].C([O-])(=O)C. The yield is 0.110. The reactants are C1(P(C2CCCCC2)[C:8]2[CH:13]=[CH:12][CH:11]=[CH:10][C:9]=2[C:14]2[C:19](OC)=[CH:18][CH:17]=[CH:16][C:15]=2OC)CCCCC1.C(=O)([O-])[O-].[K+].[K+].[F:36][C:37]1[CH:73]=[N:72][C:40]2[N:41](C3C=CC=C(I)C=3)[C:42](=[O:64])[N:43]([C@H:46]3[CH2:51][CH2:50][C@@H:49]([NH:52][CH2:53][C:54]4[N:55]=[C:56]5[CH:61]=[CH:60][C:59]([F:62])=[CH:58][N:57]5[CH:63]=4)[CH2:48][CH2:47]3)[C:44](=[O:45])[C:39]=2[CH:38]=1.